Dataset: KCNQ2 potassium channel screen with 302,405 compounds. Task: Binary Classification. Given a drug SMILES string, predict its activity (active/inactive) in a high-throughput screening assay against a specified biological target. (1) The molecule is [O-][N+](=O)c1ccc(N2N=C(CC2c2ccccc2)C)cc1. The result is 0 (inactive). (2) The compound is Clc1c(C(=O)N2CCN(CC2)CC)cc(S(=O)(=O)Nc2ccc(S(=O)(=O)C)cc2)cc1. The result is 0 (inactive).